Dataset: Reaction yield outcomes from USPTO patents with 853,638 reactions. Task: Predict the reaction yield, written as a fraction of the theoretical maximum amount of product (1.0 means a 100% yield; for example, 0.34 means a 34% yield). (1) The reactants are [CH2:1]([C:3]1[C:11]2[C:6](=[N:7][C:8]([CH3:24])=[C:9]([CH2:19][C:20]([O:22][CH3:23])=[O:21])[C:10]=2[C:12]2[CH:17]=[CH:16][C:15]([CH3:18])=[CH:14][CH:13]=2)[S:5][C:4]=1[CH3:25])[CH3:2].[Li+].C[Si]([N-][Si](C)(C)C)(C)C.[CH2:36]1[CH2:40]OC[CH2:37]1.ICCC. The catalyst is CN(C=O)C. The product is [CH2:1]([C:3]1[C:11]2[C:6](=[N:7][C:8]([CH3:24])=[C:9]([CH:19]([CH2:37][CH2:36][CH3:40])[C:20]([O:22][CH3:23])=[O:21])[C:10]=2[C:12]2[CH:17]=[CH:16][C:15]([CH3:18])=[CH:14][CH:13]=2)[S:5][C:4]=1[CH3:25])[CH3:2]. The yield is 0.590. (2) The product is [Cl:17][C:18]1[CH:23]=[CH:22][C:21]([CH2:24][OH:25])=[CH:20][C:19]=1[O:26][CH2:12][C:13]([F:16])([F:15])[F:14]. The yield is 0.750. The catalyst is CN(C=O)C. The reactants are CC1C=CC(S(O[CH2:12][C:13]([F:16])([F:15])[F:14])(=O)=O)=CC=1.[Cl:17][C:18]1[CH:23]=[CH:22][C:21]([CH2:24][OH:25])=[CH:20][C:19]=1[OH:26].C([O-])([O-])=O.[K+].[K+]. (3) The reactants are [CH3:1][N:2]([C:6]1[CH:11]=[CH:10][C:9]([N+:12]([O-])=O)=[CH:8][N:7]=1)[CH2:3][CH2:4][OH:5]. The catalyst is [Pd].C(OCC)(=O)C. The product is [NH2:12][C:9]1[CH:10]=[CH:11][C:6]([N:2]([CH3:1])[CH2:3][CH2:4][OH:5])=[N:7][CH:8]=1. The yield is 0.810. (4) The reactants are C(OC(=O)[NH:7][C:8]1[CH:13]=[CH:12][C:11]([NH:14][C:15]([C:17]2[CH:22]=[C:21]([CH3:23])[C:20](=[O:24])[N:19]([CH3:25])[CH:18]=2)=O)=[C:10]([NH:26][CH2:27][C:28]2[CH:33]=[CH:32][CH:31]=[CH:30][CH:29]=2)[CH:9]=1)(C)(C)C.[C:35](O)(=[O:37])[CH3:36]. No catalyst specified. The product is [CH2:27]([N:26]1[C:10]2[CH:9]=[C:8]([NH:7][C:35](=[O:37])[CH3:36])[CH:13]=[CH:12][C:11]=2[N:14]=[C:15]1[C:17]1[CH:22]=[C:21]([CH3:23])[C:20](=[O:24])[N:19]([CH3:25])[CH:18]=1)[C:28]1[CH:29]=[CH:30][CH:31]=[CH:32][CH:33]=1. The yield is 0.900. (5) The reactants are [CH2:1]([O:3][C:4]([C:6]1([C:9]2[CH:14]=[CH:13][C:12]([C:15]3[CH:20]=[CH:19][C:18]([C:21]4[S:22][C:23]([Cl:29])=[CH:24][C:25]=4C(=O)N)=[CH:17][N:16]=3)=[CH:11][CH:10]=2)[CH2:8][CH2:7]1)=[O:5])[CH3:2].[N:30]1[CH:35]=CC=CC=1.FC(F)(F)C(OI(C1C=CC=CC=1)OC(=O)C(F)(F)F)=[O:39].[CH3:57][C:58]1[C:59]([CH:63]([OH:65])[CH3:64])=[CH:60][S:61][CH:62]=1. The catalyst is C1(C)C=CC=CC=1.O.C(OCC)(=O)C. The product is [CH2:1]([O:3][C:4]([C:6]1([C:9]2[CH:14]=[CH:13][C:12]([C:15]3[CH:20]=[CH:19][C:18]([C:21]4[S:22][C:23]([Cl:29])=[CH:24][C:25]=4[NH:30][C:35]([O:65][CH:63]([C:59]4[C:58]([CH3:57])=[CH:62][S:61][CH:60]=4)[CH3:64])=[O:39])=[CH:17][N:16]=3)=[CH:11][CH:10]=2)[CH2:8][CH2:7]1)=[O:5])[CH3:2]. The yield is 0.760. (6) The reactants are C1C=CC(P(C2C(C3C(P(C4C=CC=CC=4)C4C=CC=CC=4)=CC=C4C=3C=CC=C4)=C3C(C=CC=C3)=CC=2)C2C=CC=CC=2)=CC=1.[NH2:47][C:48]1[CH:53]=[CH:52][CH:51]=[CH:50][CH:49]=1.Cl[C:55]1[CH:56]=[N:57][C:58]([C:61]#[N:62])=[CH:59][CH:60]=1.C(=O)([O-])[O-].[Cs+].[Cs+]. The catalyst is C1(C)C=CC=CC=1.C([O-])(=O)C.[Pd+2].C([O-])(=O)C. The product is [C:48]1([NH:47][C:55]2[CH:60]=[CH:59][C:58]([C:61]#[N:62])=[N:57][CH:56]=2)[CH:53]=[CH:52][CH:51]=[CH:50][CH:49]=1. The yield is 0.380. (7) The reactants are [C:1]12([CH2:11][O:12][C:13]3[C:21]([CH:22]=[CH2:23])=[CH:20][C:16]([C:17]([OH:19])=[O:18])=[C:15]([F:24])[CH:14]=3)[CH2:10][CH:5]3[CH2:6][CH:7]([CH2:9][CH:3]([CH2:4]3)[CH2:2]1)[CH2:8]2.[H][H]. The catalyst is [Pd].C(OCC)(=O)C. The product is [C:1]12([CH2:11][O:12][C:13]3[C:21]([CH2:22][CH3:23])=[CH:20][C:16]([C:17]([OH:19])=[O:18])=[C:15]([F:24])[CH:14]=3)[CH2:8][CH:7]3[CH2:6][CH:5]([CH2:4][CH:3]([CH2:9]3)[CH2:2]1)[CH2:10]2. The yield is 0.740.